From a dataset of Catalyst prediction with 721,799 reactions and 888 catalyst types from USPTO. Predict which catalyst facilitates the given reaction. (1) Reactant: [NH3:1].[Br:2][C:3]1[C:4](Cl)=[N:5][C:6]([Cl:9])=[N:7][CH:8]=1. Product: [Br:2][C:3]1[C:4]([NH2:1])=[N:5][C:6]([Cl:9])=[N:7][CH:8]=1. The catalyst class is: 1. (2) Reactant: [CH3:1][O:2][C:3]1[CH:8]=[CH:7][CH:6]=[C:5]([C:9]#[C:10][Si](C)(C)C)[N:4]=1.C[Li].[Br-].[Li+].Cl[C:20]([O:22][CH3:23])=[O:21]. Product: [CH3:23][O:22][C:20](=[O:21])[C:10]#[C:9][C:5]1[CH:6]=[CH:7][CH:8]=[C:3]([O:2][CH3:1])[N:4]=1. The catalyst class is: 385.